Dataset: Reaction yield outcomes from USPTO patents with 853,638 reactions. Task: Predict the reaction yield, written as a fraction of the theoretical maximum amount of product (1.0 means a 100% yield; for example, 0.34 means a 34% yield). (1) The reactants are [Cl:1][C:2]1[CH:3]=[C:4]([C:8]2[N:9]=[C:10]([OH:18])[C:11]3[S:17][CH2:16][CH2:15][CH2:14][C:12]=3[N:13]=2)[CH:5]=[CH:6][CH:7]=1.C(N(CC)C(C)C)(C)C.[S:28](O[S:28]([C:31]([F:34])([F:33])[F:32])(=[O:30])=[O:29])([C:31]([F:34])([F:33])[F:32])(=[O:30])=[O:29].C([O-])(O)=O.[Na+]. The catalyst is ClCCl. The product is [Cl:1][C:2]1[CH:3]=[C:4]([C:8]2[N:9]=[C:10]([O:18][S:28]([C:31]([F:34])([F:33])[F:32])(=[O:30])=[O:29])[C:11]3[S:17][CH2:16][CH2:15][CH2:14][C:12]=3[N:13]=2)[CH:5]=[CH:6][CH:7]=1. The yield is 0.810. (2) The reactants are [C:1]([C:3]1[CH:8]=[CH:7][C:6]([NH:9][C:10](=[O:18])[CH2:11][CH:12]([CH3:17])[CH2:13][C:14]([OH:16])=O)=[CH:5][CH:4]=1)#[N:2].[CH2:19]([N:21]1[C:33]2[CH2:32][CH2:31][CH2:30][CH2:29][C:28]=2[C:27]2[C:22]1=[CH:23][CH:24]=[C:25]([NH2:34])[CH:26]=2)[CH3:20].CCN(C(C)C)C(C)C.CN(C(ON1N=NC2C=CC=NC1=2)=[N+](C)C)C.F[P-](F)(F)(F)(F)F. The catalyst is CN(C=O)C.O. The product is [C:1]([C:3]1[CH:4]=[CH:5][C:6]([NH:9][C:10](=[O:18])[CH2:11][CH:12]([CH3:17])[CH2:13][C:14]([NH:34][C:25]2[CH:26]=[C:27]3[C:22](=[CH:23][CH:24]=2)[N:21]([CH2:19][CH3:20])[C:33]2[CH2:32][CH2:31][CH2:30][CH2:29][C:28]3=2)=[O:16])=[CH:7][CH:8]=1)#[N:2]. The yield is 0.578.